Dataset: Reaction yield outcomes from USPTO patents with 853,638 reactions. Task: Predict the reaction yield, written as a fraction of the theoretical maximum amount of product (1.0 means a 100% yield; for example, 0.34 means a 34% yield). (1) The reactants are CS(O[CH:6]([C:25]1[CH:30]=[CH:29][C:28]([Cl:31])=[C:27]([N+:32]([O-:34])=[O:33])[CH:26]=1)[CH2:7][CH2:8][CH:9](OS(C)(=O)=O)[C:10]1[CH:15]=[CH:14][C:13]([Cl:16])=[C:12]([N+:17]([O-:19])=[O:18])[CH:11]=1)(=O)=O.[C:35]([C:39]1[CH:45]=[CH:44][C:42]([NH2:43])=[CH:41][CH:40]=1)([CH3:38])([CH3:37])[CH3:36].O. The catalyst is CN(C=O)C. The product is [C:35]([C:39]1[CH:40]=[CH:41][C:42]([N:43]2[CH:9]([C:10]3[CH:15]=[CH:14][C:13]([Cl:16])=[C:12]([N+:17]([O-:19])=[O:18])[CH:11]=3)[CH2:8][CH2:7][CH:6]2[C:25]2[CH:30]=[CH:29][C:28]([Cl:31])=[C:27]([N+:32]([O-:34])=[O:33])[CH:26]=2)=[CH:44][CH:45]=1)([CH3:38])([CH3:36])[CH3:37]. The yield is 0.720. (2) The reactants are [Cl:1][C:2]1[N:7]=[C:6]([C:8]2[CH:9]=[C:10]([NH2:14])[CH:11]=[CH:12][CH:13]=2)[CH:5]=[CH:4][N:3]=1.[C:15]([O:19][C:20]([N:22]1[CH2:26][CH2:25][C:24](=O)[CH2:23]1)=[O:21])([CH3:18])([CH3:17])[CH3:16]. No catalyst specified. The product is [C:15]([O:19][C:20]([N:22]1[CH2:26][CH2:25][CH:24]([NH:14][C:10]2[CH:11]=[CH:12][CH:13]=[C:8]([C:6]3[CH:5]=[CH:4][N:3]=[C:2]([Cl:1])[N:7]=3)[CH:9]=2)[CH2:23]1)=[O:21])([CH3:18])([CH3:16])[CH3:17]. The yield is 0.700. (3) The reactants are [F:1][C:2]([F:7])([F:6])[C:3]([OH:5])=[O:4].F[C:9](F)(F)[C:10](O)=[O:11].[Cl:15][C:16]1[CH:17]=[N:18][C:19]2[NH:20][C:21]3[CH:22]=[CH:23][CH:24]=[C:25]([CH:47]=3)[CH2:26][CH2:27][C:28]3[CH:36]=[C:32]([NH:33][C:34]=1[N:35]=2)[CH:31]=[CH:30][C:29]=3[NH:37][C:38](=[O:46])[CH2:39][CH:40]1[CH2:45][CH2:44][NH:43][CH2:42][CH2:41]1.C(Cl)(=O)C. No catalyst specified. The product is [F:1][C:2]([F:7])([F:6])[C:3]([OH:5])=[O:4].[C:10]([N:43]1[CH2:44][CH2:45][CH:40]([CH2:39][C:38]([NH:37][C:29]2[CH:30]=[CH:31][C:32]3[NH:33][C:34]4[N:35]=[C:19]([NH:20][C:21]5[CH:22]=[CH:23][CH:24]=[C:25]([CH:47]=5)[CH2:26][CH2:27][C:28]=2[CH:36]=3)[N:18]=[CH:17][C:16]=4[Cl:15])=[O:46])[CH2:41][CH2:42]1)(=[O:11])[CH3:9]. The yield is 0.580.